Dataset: Forward reaction prediction with 1.9M reactions from USPTO patents (1976-2016). Task: Predict the product of the given reaction. Given the reactants [Cl:1][C:2]1[CH:7]=[CH:6][C:5]([NH:8][C:9]([CH:11]2[CH2:16]C(=O)[CH2:14][N:13]([C:18]([O:20][C:21]([CH3:24])([CH3:23])[CH3:22])=[O:19])[CH2:12]2)=[O:10])=[CH:4][CH:3]=1.[CH:25]([O:30][CH3:31])([O:28][CH3:29])OC.C1(C)C=CC(S(O)(=O)=O)=CC=1.ClCCl, predict the reaction product. The product is: [Cl:1][C:2]1[CH:3]=[CH:4][C:5]([NH:8][C:9]([CH:11]2[CH2:12][N:13]([C:18]([O:20][C:21]([CH3:22])([CH3:24])[CH3:23])=[O:19])[CH2:14][C:25]([O:28][CH3:29])([O:30][CH3:31])[CH2:16]2)=[O:10])=[CH:6][CH:7]=1.